The task is: Predict the product of the given reaction.. This data is from Forward reaction prediction with 1.9M reactions from USPTO patents (1976-2016). (1) Given the reactants N(C(OC(C)C)=O)=NC(OC(C)C)=O.[C:15]([O:19][C:20](=[O:35])[NH:21][C@H:22]([C:26]([N:28]1[CH2:33][CH2:32][CH:31]([OH:34])[CH2:30][CH2:29]1)=[O:27])[CH:23]([CH3:25])[CH3:24])([CH3:18])([CH3:17])[CH3:16].Cl.[Cl:37][C:38]1[CH:39]=[N:40][C:41](O)=[N:42][CH:43]=1.C1(P(C2C=CC=CC=2)C2C=CC=CC=2)C=CC=CC=1, predict the reaction product. The product is: [C:15]([O:19][C:20](=[O:35])[NH:21][C@H:22]([C:26]([N:28]1[CH2:33][CH2:32][CH:31]([O:34][C:41]2[N:42]=[CH:43][C:38]([Cl:37])=[CH:39][N:40]=2)[CH2:30][CH2:29]1)=[O:27])[CH:23]([CH3:25])[CH3:24])([CH3:17])([CH3:18])[CH3:16]. (2) Given the reactants [OH:1][C:2]1[CH:3]=[C:4]([C:12]2[CH:17]=[CH:16][CH:15]=[C:14]([C:18]([F:21])([F:20])[F:19])[CH:13]=2)[CH:5]=[C:6]([CH3:11])[C:7]=1[C:8]([OH:10])=[O:9].S(=O)(=O)(O)O.[CH3:27]O, predict the reaction product. The product is: [CH3:27][O:9][C:8]([C:7]1[C:6]([CH3:11])=[CH:5][C:4]([C:12]2[CH:17]=[CH:16][CH:15]=[C:14]([C:18]([F:19])([F:20])[F:21])[CH:13]=2)=[CH:3][C:2]=1[OH:1])=[O:10]. (3) Given the reactants [Cl:1][C:2]1[CH:9]=[C:8]([OH:10])[CH:7]=[CH:6][C:3]=1[CH:4]=[O:5].Cl.Cl[CH2:13][CH2:14][N:15]([CH3:17])[CH3:16].C(=O)([O-])[O-].[K+].[K+], predict the reaction product. The product is: [Cl:1][C:2]1[CH:9]=[C:8]([O:10][CH2:13][CH2:14][N:15]([CH3:17])[CH3:16])[CH:7]=[CH:6][C:3]=1[CH:4]=[O:5]. (4) Given the reactants C([O-])([O-])=O.[Na+].[Na+].Cl[C:8]1[N:9]=[C:10]([CH3:32])[C:11]2[CH:16]([CH3:17])[CH2:15][N:14]([C:18]3[CH:23]=[CH:22][C:21]([CH2:24][C:25]([O:27][C:28]([CH3:31])([CH3:30])[CH3:29])=[O:26])=[CH:20][CH:19]=3)[C:12]=2[N:13]=1.[F:33][C:34]1[CH:35]=[C:36](B(O)O)[CH:37]=[CH:38][C:39]=1[O:40][CH3:41].O, predict the reaction product. The product is: [F:33][C:34]1[CH:35]=[C:36]([C:8]2[N:9]=[C:10]([CH3:32])[C:11]3[CH:16]([CH3:17])[CH2:15][N:14]([C:18]4[CH:23]=[CH:22][C:21]([CH2:24][C:25]([O:27][C:28]([CH3:31])([CH3:30])[CH3:29])=[O:26])=[CH:20][CH:19]=4)[C:12]=3[N:13]=2)[CH:37]=[CH:38][C:39]=1[O:40][CH3:41]. (5) Given the reactants [NH2:1][C:2]1[CH:6]=[C:5]([C:7]2[CH:12]=[CH:11][N:10]=[CH:9][CH:8]=2)[S:4][C:3]=1[C:13]([NH2:15])=[O:14].[S:16]1(=[O:23])[CH2:21][CH2:20][C:19](=O)[CH2:18][CH2:17]1.C1(C)C=CC(S(O)(=O)=O)=CC=1, predict the reaction product. The product is: [N:10]1[CH:9]=[CH:8][C:7]([C:5]2[S:4][C:3]3[C:13](=[O:14])[NH:15][C:19]4([CH2:20][CH2:21][S:16](=[O:23])[CH2:17][CH2:18]4)[NH:1][C:2]=3[CH:6]=2)=[CH:12][CH:11]=1. (6) Given the reactants F[C:2]1[CH:16]=CC(F)=C[C:3]=1[CH2:4][P:5](=[O:12])([O:9][CH2:10][CH3:11])[O:6][CH2:7][CH3:8].[Br:18][C:19]1[N:24]=C(CBr)C=C[N:20]=1, predict the reaction product. The product is: [Br:18][C:19]1[N:24]=[C:3]([CH2:4][P:5](=[O:12])([O:9][CH2:10][CH3:11])[O:6][CH2:7][CH3:8])[CH:2]=[CH:16][N:20]=1. (7) Given the reactants [CH2:1]([N:3]([CH2:21][CH3:22])[C:4](=[O:20])[CH2:5][N:6]1[C:11](=[O:12])[C:10]2[C:13]([CH3:19])=[C:14]([C:16]([OH:18])=O)[S:15][C:9]=2[N:8]=[CH:7]1)[CH3:2].CCN(C(C)C)C(C)C.[Cl:32][C:33]1[CH:34]=[C:35]([N:40]2[CH2:45][CH2:44][NH:43][CH2:42][CH2:41]2)[CH:36]=[CH:37][C:38]=1[Cl:39].CN(C(ON1N=NC2C=CC=NC1=2)=[N+](C)C)C.F[P-](F)(F)(F)(F)F, predict the reaction product. The product is: [Cl:32][C:33]1[CH:34]=[C:35]([N:40]2[CH2:45][CH2:44][N:43]([C:16]([C:14]3[S:15][C:9]4[N:8]=[CH:7][N:6]([CH2:5][C:4]([N:3]([CH2:1][CH3:2])[CH2:21][CH3:22])=[O:20])[C:11](=[O:12])[C:10]=4[C:13]=3[CH3:19])=[O:18])[CH2:42][CH2:41]2)[CH:36]=[CH:37][C:38]=1[Cl:39]. (8) Given the reactants [CH3:1][NH:2][C:3]1[CH:8]=[C:7]([N:9]2[CH2:14][CH2:13][N:12]([CH3:15])[CH2:11][CH2:10]2)[C:6]([N+:16]([O-])=O)=[CH:5][N:4]=1, predict the reaction product. The product is: [CH3:1][NH:2][C:3]1[CH:8]=[C:7]([N:9]2[CH2:14][CH2:13][N:12]([CH3:15])[CH2:11][CH2:10]2)[C:6]([NH2:16])=[CH:5][N:4]=1. (9) The product is: [O:10]1[C:9]2=[CH:8][CH:7]=[CH:6][C:5]([NH2:12])=[C:4]2[CH2:3][CH2:11]1. Given the reactants OC[CH2:3][C:4]1[C:9]([O:10][CH3:11])=[CH:8][CH:7]=[CH:6][C:5]=1[NH:12]C(=O)C(C)(C)C.Br.[OH-].[Na+], predict the reaction product. (10) Given the reactants S(=O)(=O)(O)O.[N+:6]([C:9]1[CH:23]=[CH:22][CH:21]=[CH:20][C:10]=1[O:11]/[C:12](=[CH:16]\[C:17]([OH:19])=O)/[C:13]([OH:15])=[O:14])([O-:8])=[O:7].[N+](C1C=CC=CC=1O/C(=C/C(O)=O)/C(O)=O)([O-])=O, predict the reaction product. The product is: [N+:6]([C:9]1[C:10]2[O:11][C:12]([C:13]([OH:15])=[O:14])=[CH:16][C:17](=[O:19])[C:20]=2[CH:21]=[CH:22][CH:23]=1)([O-:8])=[O:7].